This data is from Reaction yield outcomes from USPTO patents with 853,638 reactions. The task is: Predict the reaction yield, written as a fraction of the theoretical maximum amount of product (1.0 means a 100% yield; for example, 0.34 means a 34% yield). The reactants are [S:1]1[C:5]([CH2:6][O:7][C:8]([NH:10][C@H:11]([CH2:33][C:34]2[CH:39]=[CH:38][CH:37]=[CH:36][CH:35]=2)[CH2:12][NH:13][CH2:14][C@@H:15]([NH:23][C:24]([O:26][CH2:27][C:28]2[S:32][CH:31]=[N:30][CH:29]=2)=[O:25])[CH2:16][C:17]2[CH:22]=[CH:21][CH:20]=[CH:19][CH:18]=2)=[O:9])=[CH:4][N:3]=[CH:2]1.[CH:40](=O)[C:41]1[CH:46]=[CH:45][CH:44]=[CH:43][CH:42]=1.C(O)(=O)C.C(O[BH-](OC(=O)C)OC(=O)C)(=O)C.[Na+]. No catalyst specified. The product is [CH2:40]([N:13]([CH2:14][C@H:15]([NH:23][C:24]([O:26][CH2:27][C:28]1[S:32][CH:31]=[N:30][CH:29]=1)=[O:25])[CH2:16][C:17]1[CH:18]=[CH:19][CH:20]=[CH:21][CH:22]=1)[CH2:12][C@@H:11]([NH:10][C:8]([O:7][CH2:6][C:5]1[S:1][CH:2]=[N:3][CH:4]=1)=[O:9])[CH2:33][C:34]1[CH:39]=[CH:38][CH:37]=[CH:36][CH:35]=1)[C:41]1[CH:46]=[CH:45][CH:44]=[CH:43][CH:42]=1. The yield is 0.390.